Dataset: CYP2C9 inhibition data for predicting drug metabolism from PubChem BioAssay. Task: Regression/Classification. Given a drug SMILES string, predict its absorption, distribution, metabolism, or excretion properties. Task type varies by dataset: regression for continuous measurements (e.g., permeability, clearance, half-life) or binary classification for categorical outcomes (e.g., BBB penetration, CYP inhibition). Dataset: cyp2c9_veith. (1) The drug is C[C@@H](CN(C)C)CN1c2ccccc2Sc2ccccc21.C[C@@H](CN(C)C)CN1c2ccccc2Sc2ccccc21.O=C(O)[C@@H](O)[C@@H](O)C(=O)O. The result is 0 (non-inhibitor). (2) The result is 1 (inhibitor). The drug is Cc1cccc(-c2c3c(=O)n(C)c(=O)n(C)c3cn2C2CCCCC2)c1. (3) The molecule is Cc1noc(C)c1-c1cc(N(C)Cc2ccco2)ncn1. The result is 0 (non-inhibitor). (4) The compound is COc1cccc(C2CC(=O)C=C(NCCCN(C)C)C2)c1. The result is 0 (non-inhibitor). (5) The result is 0 (non-inhibitor). The molecule is Clc1ccc2c(c1)N(CCCN1CCCC13CCCCC3)c1ccccc1S2. (6) The molecule is CC(C)(N)C(=O)N[C@@H]1C(=O)N2[C@@H]1SC(C)(C)[C@H]2C(=O)O. The result is 0 (non-inhibitor). (7) The compound is O=C(O)[C@H]1CCCC[C@@H]1C(=O)Nc1nc2ccccc2[nH]1. The result is 0 (non-inhibitor).